Task: Predict which catalyst facilitates the given reaction.. Dataset: Catalyst prediction with 721,799 reactions and 888 catalyst types from USPTO Product: [CH3:1][N:2]1[C:6]([CH:7]2[C:16]3=[N:30][NH:31][C:18](=[O:20])[C:14]4[CH:13]=[CH:12][CH:11]=[C:10]([C:15]=43)[NH:9][CH:8]2[C:23]2[CH:28]=[CH:27][CH:26]=[CH:25][CH:24]=2)=[N:5][CH:4]=[N:3]1. Reactant: [CH3:1][N:2]1[C:6]([CH:7]2[C:16](=O)[C:15]3[C:14]([C:18]([O:20]CC)=O)=[CH:13][CH:12]=[CH:11][C:10]=3[NH:9][CH:8]2[C:23]2[CH:28]=[CH:27][CH:26]=[CH:25][CH:24]=2)=[N:5][CH:4]=[N:3]1.O.[NH2:30][NH2:31]. The catalyst class is: 5.